The task is: Predict the reaction yield, written as a fraction of the theoretical maximum amount of product (1.0 means a 100% yield; for example, 0.34 means a 34% yield).. This data is from Reaction yield outcomes from USPTO patents with 853,638 reactions. (1) The reactants are [OH:1][C:2]1[CH:3]=[C:4]([CH:8]=[CH:9][C:10]=1[CH3:11])[C:5]([OH:7])=O.[NH:12]1[CH2:17][CH2:16][CH2:15][C@@H:14]2[C:18]3[CH:19]=[CH:20][CH:21]=[CH:22][C:23]=3[CH2:24][C@H:13]12.F[P-](F)(F)(F)(F)F.N1(OC(N(C)C)=[N+](C)C)C2N=CC=CC=2N=N1. No catalyst specified. The product is [N:12]1([C:5]([C:4]2[CH:8]=[CH:9][C:10]([CH3:11])=[C:2]([OH:1])[CH:3]=2)=[O:7])[CH2:17][CH2:16][CH2:15][C@@H:14]2[C:18]3[CH:19]=[CH:20][CH:21]=[CH:22][C:23]=3[CH2:24][C@H:13]12. The yield is 0.450. (2) The reactants are [C:1]([O:5][C:6]([N:8]1[CH2:11][C:10](=[CH:12][C:13]2[N:14]([CH3:29])[C:15]3[C:20]([N:21]=2)=[C:19]([N:22]2[CH2:27][CH2:26][O:25][CH2:24][CH2:23]2)[N:18]=[C:17](Cl)[N:16]=3)[CH2:9]1)=[O:7])([CH3:4])([CH3:3])[CH3:2].[CH2:30]([C:32]1[NH:33][C:34]2[CH:40]=[CH:39][CH:38]=[CH:37][C:35]=2[N:36]=1)[CH3:31].CC(C1C=C(C(C)C)C(C2C=CC=CC=2P(C2CCCCC2)C2CCCCC2)=C(C(C)C)C=1)C.C([O-])([O-])=O.[Cs+].[Cs+]. The catalyst is O1CCOCC1.C1C=CC(/C=C/C(/C=C/C2C=CC=CC=2)=O)=CC=1.C1C=CC(/C=C/C(/C=C/C2C=CC=CC=2)=O)=CC=1.C1C=CC(/C=C/C(/C=C/C2C=CC=CC=2)=O)=CC=1.[Pd].[Pd]. The product is [C:1]([O:5][C:6]([N:8]1[CH2:11][C:10](=[CH:12][C:13]2[N:14]([CH3:29])[C:15]3[C:20]([N:21]=2)=[C:19]([N:22]2[CH2:27][CH2:26][O:25][CH2:24][CH2:23]2)[N:18]=[C:17]([N:33]2[C:34]4[CH:40]=[CH:39][CH:38]=[CH:37][C:35]=4[N:36]=[C:32]2[CH2:30][CH3:31])[N:16]=3)[CH2:9]1)=[O:7])([CH3:4])([CH3:3])[CH3:2]. The yield is 0.620. (3) The reactants are [CH3:1][C:2]1[C:6]([C:7]2[CH:16]=[C:15]3[C:10]([C:11]([OH:22])=[C:12]([C:17]([O:19]CC)=[O:18])[CH:13]=[N:14]3)=[CH:9][C:8]=2[O:23][CH3:24])=[C:5]([CH3:25])[O:4][N:3]=1.[OH-].[Na+]. The catalyst is C(O)C. The product is [CH3:1][C:2]1[C:6]([C:7]2[CH:16]=[C:15]3[C:10]([C:11]([OH:22])=[C:12]([C:17]([OH:19])=[O:18])[CH:13]=[N:14]3)=[CH:9][C:8]=2[O:23][CH3:24])=[C:5]([CH3:25])[O:4][N:3]=1. The yield is 0.940. (4) The reactants are COCCO[C:6]1[CH:11]=[C:10]([C:12]([O:14]C)=[O:13])[CH:9]=[CH:8][N:7]=1.[OH-].[Na+]. The catalyst is O1CCOCC1. The product is [N:7]1[CH:8]=[CH:9][C:10]([C:12]([OH:14])=[O:13])=[CH:11][CH:6]=1. The yield is 0.870. (5) The product is [Cl:1][C:2]1[CH:7]=[C:6]([C:18]2[CH:19]=[N:20][C:15]([C:14]([F:25])([F:24])[F:13])=[CH:16][CH:17]=2)[N:5]=[CH:4][C:3]=1[C:9]([O:11][CH3:12])=[O:10]. The catalyst is O1CCOCC1.C1C=CC(P(C2C=CC=CC=2)[C-]2C=CC=C2)=CC=1.C1C=CC(P(C2C=CC=CC=2)[C-]2C=CC=C2)=CC=1.Cl[Pd]Cl.[Fe+2]. The yield is 0.480. The reactants are [Cl:1][C:2]1[CH:7]=[C:6](Cl)[N:5]=[CH:4][C:3]=1[C:9]([O:11][CH3:12])=[O:10].[F:13][C:14]([F:25])([F:24])[C:15]1[N:20]=[CH:19][C:18](B(O)O)=[CH:17][CH:16]=1.C(=O)([O-])[O-].[K+].[K+].O.